From a dataset of Forward reaction prediction with 1.9M reactions from USPTO patents (1976-2016). Predict the product of the given reaction. (1) Given the reactants [N:1]1([CH2:10][O:11][C:12]2[CH:19]=[C:18]([O:20][CH3:21])[C:17]([C:22]3[S:23][CH:24]=[CH:25][CH:26]=3)=[CH:16][C:13]=2[CH:14]=O)[C:5]2[CH:6]=[CH:7][CH:8]=[CH:9][C:4]=2[N:3]=[N:2]1.[C:27]([C:30]1[CH:35]=[CH:34][C:33]([S:36]([NH2:39])(=[O:38])=[O:37])=[CH:32][CH:31]=1)(=[O:29])[CH3:28], predict the reaction product. The product is: [N:1]1([CH2:10][O:11][C:12]2[CH:19]=[C:18]([O:20][CH3:21])[C:17]([C:22]3[S:23][CH:24]=[CH:25][CH:26]=3)=[CH:16][C:13]=2/[CH:14]=[CH:28]/[C:27]([C:30]2[CH:31]=[CH:32][C:33]([S:36]([NH2:39])(=[O:38])=[O:37])=[CH:34][CH:35]=2)=[O:29])[C:5]2[CH:6]=[CH:7][CH:8]=[CH:9][C:4]=2[N:3]=[N:2]1. (2) Given the reactants [CH:1]1[CH2:7][CH2:6][CH2:5][CH:4]=[CH:3][CH:2]=1.I([O-])(=O)(=O)=O.C([N+](CCCC)(CCCC)CCCC)CCC.[C:30]([O:34][C:35](=[O:38])[NH:36][OH:37])([CH3:33])([CH3:32])[CH3:31], predict the reaction product. The product is: [CH:2]12[CH:1]=[CH:7][CH:6]([O:37][N:36]1[C:35]([O:34][C:30]([CH3:33])([CH3:32])[CH3:31])=[O:38])[CH2:5][CH2:4][CH2:3]2. (3) Given the reactants [C:1]([O:4][C:5]1[CH:10]=[CH:9][C:8]([CH2:11]O)=[CH:7][CH:6]=1)(=[O:3])[CH3:2].C(Br)(Br)(Br)[Br:14].C1C=CC(P(C2C=CC=CC=2)C2C=CC=CC=2)=CC=1, predict the reaction product. The product is: [C:1]([O:4][C:5]1[CH:10]=[CH:9][C:8]([CH2:11][Br:14])=[CH:7][CH:6]=1)(=[O:3])[CH3:2]. (4) Given the reactants CCO.[CH3:4][O:5][C:6]([C:8]1[C:9]([OH:32])=[C:10]2[C:15](=[CH:16][N:17]=1)[N:14]([CH2:18][C:19]1[CH:24]=[CH:23][CH:22]=[CH:21][CH:20]=1)[C:13](=[O:25])[C:12]([C:26]1[CH:31]=[CH:30][CH:29]=[CH:28][CH:27]=1)=[CH:11]2)=[O:7], predict the reaction product. The product is: [CH3:4][O:5][C:6]([C:8]1[C:9]([OH:32])=[C:10]2[C:15](=[CH:16][N:17]=1)[N:14]([CH2:18][C:19]1[CH:24]=[CH:23][CH:22]=[CH:21][CH:20]=1)[C:13](=[O:25])[CH:12]([C:26]1[CH:31]=[CH:30][CH:29]=[CH:28][CH:27]=1)[CH2:11]2)=[O:7]. (5) Given the reactants Cl[C:2]1[CH:3]=[CH:4][C:5]2[N:6]([C:8]([C@H:11]([C:13]3[CH:14]=[C:15]4[C:19](=[CH:20][C:21]=3[F:22])[N:18]([CH3:23])[N:17]=[CH:16]4)[CH3:12])=[CH:9][N:10]=2)[N:7]=1.[F-].[K+].[NH:26]1[CH2:31][CH2:30][NH:29][CH2:28][C:27]1=[O:32], predict the reaction product. The product is: [F:22][C:21]1[CH:20]=[C:19]2[C:15]([CH:16]=[N:17][N:18]2[CH3:23])=[CH:14][C:13]=1[C@@H:11]([C:8]1[N:6]2[N:7]=[C:2]([N:29]3[CH2:30][CH2:31][NH:26][C:27](=[O:32])[CH2:28]3)[CH:3]=[CH:4][C:5]2=[N:10][CH:9]=1)[CH3:12]. (6) Given the reactants [Cl:1][C:2]1[CH:3]=[C:4]([C:9]2([OH:14])[CH2:13][CH2:12][NH:11][CH2:10]2)[CH:5]=[C:6]([F:8])[CH:7]=1.[C:15](=O)([O-])[O-].[Na+].[Na+], predict the reaction product. The product is: [Cl:1][C:2]1[CH:3]=[C:4]([C:9]2([OH:14])[CH2:13][CH2:12][N:11]([CH3:15])[CH2:10]2)[CH:5]=[C:6]([F:8])[CH:7]=1. (7) Given the reactants [CH2:1]([O:3][C:4]([C:6]1[S:7][C:8](S(C)(=O)=O)=[C:9]([C:25]#[N:26])[C:10]=1[C:11]1[CH:16]=[CH:15][C:14]([C:17]2[CH:22]=[CH:21][CH:20]=[CH:19][C:18]=2[C:23]#[N:24])=[CH:13][CH:12]=1)=[O:5])[CH3:2].[CH3:31][NH:32][CH3:33], predict the reaction product. The product is: [CH2:1]([O:3][C:4]([C:6]1[S:7][C:8]([N:32]([CH3:33])[CH3:31])=[C:9]([C:25]#[N:26])[C:10]=1[C:11]1[CH:12]=[CH:13][C:14]([C:17]2[CH:22]=[CH:21][CH:20]=[CH:19][C:18]=2[C:23]#[N:24])=[CH:15][CH:16]=1)=[O:5])[CH3:2]. (8) The product is: [F:1][C:2]1[CH:9]=[C:8]([NH:12][NH2:13])[CH:7]=[CH:6][C:3]=1[C:4]#[N:5]. Given the reactants [F:1][C:2]1[CH:9]=[C:8](F)[CH:7]=[CH:6][C:3]=1[C:4]#[N:5].O.[NH2:12][NH2:13], predict the reaction product. (9) Given the reactants [N+:1]([C:4]1[CH:34]=[CH:33][C:7]([C:8]([NH:10][C:11]2[CH:12]=[CH:13][C:14]3[N:18]=[CH:17][N:16]([CH:19]([C:26]4[CH:31]=[CH:30][CH:29]=[CH:28][CH:27]=4)[CH2:20][C:21]([O:23][CH2:24][CH3:25])=[O:22])[C:15]=3[CH:32]=2)=[O:9])=[CH:6][CH:5]=1)([O-])=O.C([O-])=O.[NH4+], predict the reaction product. The product is: [NH2:1][C:4]1[CH:5]=[CH:6][C:7]([C:8]([NH:10][C:11]2[CH:12]=[CH:13][C:14]3[N:18]=[CH:17][N:16]([CH:19]([C:26]4[CH:31]=[CH:30][CH:29]=[CH:28][CH:27]=4)[CH2:20][C:21]([O:23][CH2:24][CH3:25])=[O:22])[C:15]=3[CH:32]=2)=[O:9])=[CH:33][CH:34]=1.